From a dataset of Reaction yield outcomes from USPTO patents with 853,638 reactions. Predict the reaction yield, written as a fraction of the theoretical maximum amount of product (1.0 means a 100% yield; for example, 0.34 means a 34% yield). (1) The reactants are [CH3:1][O:2][C:3]1[CH:8]=[CH:7][C:6]([C:9]2[C:17]3[O:16][CH:15]=[CH:14][C:13]=3[C:12]([CH3:18])=[CH:11][CH:10]=2)=[CH:5][CH:4]=1.C1C(=O)N(Br)C(=[O:22])C1.OP([O-])([O-])=O.[K+].[K+]. The catalyst is C(Cl)(Cl)(Cl)Cl.CC(N=NC(C#N)(C)C)(C#N)C. The product is [CH3:1][O:2][C:3]1[CH:4]=[CH:5][C:6]([C:9]2[CH:10]=[CH:11][C:12]([CH:18]=[O:22])=[C:13]3[C:17]=2[O:16][CH:15]=[CH:14]3)=[CH:7][CH:8]=1. The yield is 0.750. (2) The reactants are Cl.[O:2]1[CH:6]=[CH:5][N:4]=[C:3]1[C:7](=[O:17])[CH2:8][CH2:9][CH2:10][CH:11]1[CH2:16][CH2:15][NH:14][CH2:13][CH2:12]1.C([O-])(O)=O.[Na+].Cl[C:24]([O:26][CH2:27][C:28]1[CH:33]=[CH:32][CH:31]=[CH:30][CH:29]=1)=[O:25]. The catalyst is CCOC(C)=O. The yield is 0.650. The product is [CH2:27]([O:26][C:24]([N:14]1[CH2:15][CH2:16][CH:11]([CH2:10][CH2:9][CH2:8][C:7]([C:3]2[O:2][CH:6]=[CH:5][N:4]=2)=[O:17])[CH2:12][CH2:13]1)=[O:25])[C:28]1[CH:33]=[CH:32][CH:31]=[CH:30][CH:29]=1. (3) The reactants are [NH2:1][C:2]1[CH:10]=[CH:9][CH:8]=[C:7]2[C:3]=1[CH:4]=[N:5][N:6]2[C:11](=[O:13])[CH3:12].FC(F)(F)S(O[C:20]1[C:28]2[C:23](=[CH:24][N:25]=[CH:26][CH:27]=2)[O:22][C:21]=1[C:29]1[N:34]=[CH:33][CH:32]=[CH:31][N:30]=1)(=O)=O.P([O-])([O-])([O-])=O.[K+].[K+].[K+].CC1(C)C2C(=C(P(C3C=CC=CC=3)C3C=CC=CC=3)C=CC=2)OC2C(P(C3C=CC=CC=3)C3C=CC=CC=3)=CC=CC1=2. The product is [N:30]1[CH:31]=[CH:32][CH:33]=[N:34][C:29]=1[C:21]1[O:22][C:23]2=[CH:24][N:25]=[CH:26][CH:27]=[C:28]2[C:20]=1[NH:1][C:2]1[CH:10]=[CH:9][CH:8]=[C:7]2[C:3]=1[CH:4]=[N:5][N:6]2[C:11](=[O:13])[CH3:12]. The catalyst is C1C=CC(/C=C/C(/C=C/C2C=CC=CC=2)=O)=CC=1.C1C=CC(/C=C/C(/C=C/C2C=CC=CC=2)=O)=CC=1.C1C=CC(/C=C/C(/C=C/C2C=CC=CC=2)=O)=CC=1.[Pd].[Pd]. The yield is 0.490. (4) The reactants are [CH3:1][C:2]1[CH:3]=[C:4]([CH:8]=[CH:9][C:10]=1[B:11]1[O:15][C:14]([CH3:17])([CH3:16])[C:13]([CH3:19])([CH3:18])[O:12]1)[C:5]([OH:7])=[O:6].S(Cl)(Cl)=O.[CH3:24]O. The product is [CH3:1][C:2]1[CH:3]=[C:4]([CH:8]=[CH:9][C:10]=1[B:11]1[O:15][C:14]([CH3:17])([CH3:16])[C:13]([CH3:19])([CH3:18])[O:12]1)[C:5]([O:7][CH3:24])=[O:6]. No catalyst specified. The yield is 0.890. (5) The catalyst is CO. The yield is 0.160. The product is [F:13][C:14]1[C:15]([C:28]2[N:29]=[C:30]([CH3:33])[N:31]([CH:11]([CH3:12])[CH3:37])[CH:32]=2)=[N:16][C:17]([NH:20][CH:21]2[CH2:27][CH2:26][CH2:25][CH2:24][N:23]([S:2]([CH3:1])(=[O:4])=[O:3])[CH2:22]2)=[N:18][CH:19]=1. The reactants are [CH3:1][S:2](Cl)(=[O:4])=[O:3].C(N([CH2:11][CH3:12])CC)C.[F:13][C:14]1[C:15]([C:28]2[N:29](C(C)C)[C:30]([CH3:33])=[N:31][CH:32]=2)=[N:16][C:17]([NH:20][CH:21]2[CH2:27][CH2:26][CH2:25][CH2:24][NH:23][CH2:22]2)=[N:18][CH:19]=1.[CH2:37](Cl)Cl. (6) The reactants are [CH3:1][O:2][C:3]1[CH:8]=[CH:7][C:6]([C:9]23[N:24]([C:25]([C:27]4[C:28]([CH3:32])=[N:29][O:30][CH:31]=4)=[O:26])[CH2:23][CH2:22][N:10]2[C:11](=[O:21])[C:12]2[N:13]([CH:15]=[C:16]([N+:18]([O-])=O)[CH:17]=2)[CH2:14]3)=[CH:5][CH:4]=1.[OH-].[NH4+]. The catalyst is CO.O.S([O-])([O-])(=O)=O.O.O.O.O.O.O.O.[Fe+2]. The product is [NH2:18][C:16]1[CH:17]=[C:12]2[C:11](=[O:21])[N:10]3[CH2:22][CH2:23][N:24]([C:25]([C:27]4[C:28]([CH3:32])=[N:29][O:30][CH:31]=4)=[O:26])[C:9]3([C:6]3[CH:7]=[CH:8][C:3]([O:2][CH3:1])=[CH:4][CH:5]=3)[CH2:14][N:13]2[CH:15]=1. The yield is 0.390. (7) The reactants are [F:1][C:2]([F:15])([F:14])[S:3](O[S:3]([C:2]([F:15])([F:14])[F:1])(=[O:5])=[O:4])(=[O:5])=[O:4].[CH3:16][O:17][C:18]1[CH:23]=[CH:22][CH:21]=[C:20]([NH2:24])[CH:19]=1.C(N(CC)CC)C.[OH-].[Na+]. The product is [F:1][C:2]([F:15])([F:14])[S:3]([NH:24][C:20]1[CH:21]=[CH:22][CH:23]=[C:18]([O:17][CH3:16])[CH:19]=1)(=[O:5])=[O:4]. The catalyst is C(Cl)Cl.CO. The yield is 0.770. (8) The product is [ClH:44].[ClH:44].[CH3:43][C:35]1[N:34]([CH:29]2[CH2:28][CH:27]3[N:26]([CH2:25][CH2:24][C:11]4([C:14]5[CH:19]=[CH:18][CH:17]=[C:16]([C:20]([F:21])([F:23])[F:22])[CH:15]=5)[CH2:12][CH2:13][NH:8][CH2:9][CH2:10]4)[CH:31]([CH2:32][CH2:33]3)[CH2:30]2)[C:38]2[CH:39]=[CH:40][CH:41]=[CH:42][C:37]=2[N:36]=1. The catalyst is [Pd].CO. The reactants are C([N:8]1[CH2:13][CH2:12][C:11]([CH2:24][CH2:25][N:26]2[C@H:31]3[CH2:32][CH2:33][C@@H:27]2[CH2:28][CH:29]([N:34]2[C:38]4[CH:39]=[CH:40][CH:41]=[CH:42][C:37]=4[N:36]=[C:35]2[CH3:43])[CH2:30]3)([C:14]2[CH:19]=[CH:18][CH:17]=[C:16]([C:20]([F:23])([F:22])[F:21])[CH:15]=2)[CH2:10][CH2:9]1)C1C=CC=CC=1.[ClH:44]. The yield is 0.890. (9) The reactants are [C:1]([O:8][CH3:9])(=[O:7])/[CH:2]=[CH:3]/[C:4]([OH:6])=[O:5].Cl[CH2:11][C:12]([NH:14][CH2:15][C:16]([O:18]C(C)(C)C)=[O:17])=[O:13]. The catalyst is CN1C(=O)CCC1. The product is [CH3:9][O:8][C:1](/[CH:2]=[CH:3]/[C:4]([O:6][CH2:11][C:12]([NH:14][CH2:15][C:16]([OH:18])=[O:17])=[O:13])=[O:5])=[O:7]. The yield is 0.120.